This data is from Full USPTO retrosynthesis dataset with 1.9M reactions from patents (1976-2016). The task is: Predict the reactants needed to synthesize the given product. (1) Given the product [C:3]1([CH2:8][C:9]([OH:11])=[O:10])[CH:4]=[CH:5][CH:6]=[CH:7][CH:2]=1, predict the reactants needed to synthesize it. The reactants are: Br[C:2]1[CH:7]=[CH:6][CH:5]=[CH:4][C:3]=1[CH2:8][C:9]([OH:11])=[O:10].CC1C(Cl)=CC=CC=1N. (2) The reactants are: [C:1]([O:5][C:6](=[O:35])[NH:7][C:8](=[NH:34])[C:9]1[CH:14]=[CH:13][C:12]([CH2:15][NH:16][C:17]([C@H:19]2[N:23]3[C:24](=[O:33])[C:25]([NH:28][S:29]([CH3:32])(=[O:31])=[O:30])=[CH:26][N:27]=[C:22]3[CH2:21][CH2:20]2)=[O:18])=[CH:11][CH:10]=1)([CH3:4])([CH3:3])[CH3:2].C(OC(=O)NC(C1C=CC(CNC([C@H]2N3C(=O)C(N(CC)CC)=CN=C3CC2)=O)=CC=1)=N)(C)(C)C.[C:71]([C:74]1[CH:79]=[CH:78]C(S(Cl)(=O)=O)=[CH:76][CH:75]=1)(=[O:73])[CH3:72]. Given the product [C:1]([O:5][C:6](=[O:35])[NH:7][C:8]([C:9]1[CH:14]=[CH:13][C:12]([CH2:15][NH:16][C:17]([C@H:19]2[N:23]3[C:24](=[O:33])[C:25]([NH:28][S:29]([C:32]4[CH:78]=[CH:79][C:74]([C:71](=[O:73])[CH3:72])=[CH:75][CH:76]=4)(=[O:31])=[O:30])=[CH:26][N:27]=[C:22]3[CH2:21][CH2:20]2)=[O:18])=[CH:11][CH:10]=1)=[NH:34])([CH3:4])([CH3:2])[CH3:3], predict the reactants needed to synthesize it. (3) Given the product [NH2:11][CH:12]1[CH2:16][CH:15]([C:17]2[CH:22]=[CH:21][CH:20]=[CH:19][CH:18]=2)[CH:14]([CH2:23][N:24]2[CH2:25][CH2:26][CH:27]([CH2:30][CH2:31][CH2:32][C:33]3[CH:34]=[CH:35][CH:36]=[CH:37][CH:38]=3)[CH2:28][CH2:29]2)[CH2:13]1, predict the reactants needed to synthesize it. The reactants are: C(OC([NH:11][CH:12]1[CH2:16][CH:15]([C:17]2[CH:22]=[CH:21][CH:20]=[CH:19][CH:18]=2)[CH:14]([CH2:23][N:24]2[CH2:29][CH2:28][CH:27]([CH2:30][CH2:31][CH2:32][C:33]3[CH:38]=[CH:37][CH:36]=[CH:35][CH:34]=3)[CH2:26][CH2:25]2)[CH2:13]1)=O)C1C=CC=CC=1. (4) Given the product [C:1]([C:3]1[CH:8]=[CH:7][C:6]([N:9]([CH2:10][C:11]([NH:42][NH:41][C:39](=[O:40])[C:38]2[CH:43]=[CH:44][CH:45]=[C:36]([CH3:35])[CH:37]=2)=[O:12])[CH2:14][C:15]([F:16])([F:17])[F:18])=[CH:5][C:4]=1[C:19]([F:20])([F:22])[F:21])#[N:2], predict the reactants needed to synthesize it. The reactants are: [C:1]([C:3]1[CH:8]=[CH:7][C:6]([N:9]([CH2:14][C:15]([F:18])([F:17])[F:16])[CH2:10][C:11](O)=[O:12])=[CH:5][C:4]=1[C:19]([F:22])([F:21])[F:20])#[N:2].CCN=C=NCCCN(C)C.Cl.[CH3:35][C:36]1[CH:37]=[C:38]([CH:43]=[CH:44][CH:45]=1)[C:39]([NH:41][NH2:42])=[O:40]. (5) Given the product [NH:1]1[C:5]2[CH:6]=[CH:7][CH:8]=[CH:9][C:4]=2[N:3]=[C:2]1[C:10]([C:12]1[CH:17]=[CH:16][C:15]([O:18][C:19]2[C:24]([CH:28]3[CH2:29][CH2:30][C:26](=[O:31])[CH2:27]3)=[CH:23][CH:22]=[CH:21][N:20]=2)=[CH:14][CH:13]=1)=[O:11], predict the reactants needed to synthesize it. The reactants are: [NH:1]1[C:5]2[CH:6]=[CH:7][CH:8]=[CH:9][C:4]=2[N:3]=[C:2]1[C:10]([C:12]1[CH:17]=[CH:16][C:15]([O:18][C:19]2[C:24](I)=[CH:23][CH:22]=[CH:21][N:20]=2)=[CH:14][CH:13]=1)=[O:11].[CH:26]1([OH:31])[CH2:30][CH2:29][CH:28]=[CH:27]1.C([O-])(=O)C.[K+]. (6) Given the product [Cl:26][C:27]1[CH:28]=[C:29](/[CH:33]=[CH:34]/[C:35]([NH:23][CH:20]2[CH2:21][CH2:22][N:17]([CH2:16][C:13]3[CH:14]=[CH:15][N:11]([C:8]4[CH:9]=[CH:10][C:5]([C:4]([F:3])([F:24])[F:25])=[CH:6][CH:7]=4)[CH:12]=3)[CH2:18][CH2:19]2)=[O:36])[CH:30]=[CH:31][CH:32]=1, predict the reactants needed to synthesize it. The reactants are: Cl.Cl.[F:3][C:4]([F:25])([F:24])[C:5]1[CH:10]=[CH:9][C:8]([N:11]2[CH:15]=[CH:14][C:13]([CH2:16][N:17]3[CH2:22][CH2:21][CH:20]([NH2:23])[CH2:19][CH2:18]3)=[CH:12]2)=[CH:7][CH:6]=1.[Cl:26][C:27]1[CH:28]=[C:29](/[CH:33]=[CH:34]/[C:35](O)=[O:36])[CH:30]=[CH:31][CH:32]=1.CCN(C(C)C)C(C)C.CN(C(ON1N=NC2C=CC=NC1=2)=[N+](C)C)C.F[P-](F)(F)(F)(F)F. (7) Given the product [N:1]1[CH:6]=[CH:5][CH:4]=[CH:3][C:2]=1[CH2:7][N:8]1[CH2:13][CH2:12][NH:11][CH2:10][CH2:9]1, predict the reactants needed to synthesize it. The reactants are: [N:1]1[CH:6]=[CH:5][CH:4]=[CH:3][C:2]=1[CH2:7][N:8]1[CH2:13][CH2:12][N:11](C(OC(C)(C)C)=O)[CH2:10][CH2:9]1.FC(F)(F)C(O)=O.